Dataset: Forward reaction prediction with 1.9M reactions from USPTO patents (1976-2016). Task: Predict the product of the given reaction. (1) Given the reactants [CH:1]([C@@H:3]1[CH2:12][C:11]2[C:6](=[CH:7][CH:8]=[CH:9][CH:10]=2)[CH2:5][N:4]1C(OC(C)(C)C)=O)=O.[CH3:20][N:21]1[CH2:26][CH2:25][NH:24][CH2:23][CH2:22]1, predict the reaction product. The product is: [CH3:20][N:21]1[CH2:26][CH2:25][N:24]([CH2:1][C@@H:3]2[CH2:12][C:11]3[C:6](=[CH:7][CH:8]=[CH:9][CH:10]=3)[CH2:5][NH:4]2)[CH2:23][CH2:22]1. (2) The product is: [CH:31]([N:18]1[CH2:19][CH2:20][CH2:21][CH2:22][CH:17]1[C:15]([NH:14][C:5]1[CH:6]=[CH:7][C:8]([C:9]2[O:13][CH:12]=[N:11][CH:10]=2)=[C:3]([O:2][CH3:1])[CH:4]=1)=[O:16])([CH3:33])[CH3:32]. Given the reactants [CH3:1][O:2][C:3]1[CH:4]=[C:5]([NH:14][C:15]([CH:17]2[CH2:22][CH2:21][CH2:20][CH2:19][NH:18]2)=[O:16])[CH:6]=[CH:7][C:8]=1[C:9]1[O:13][CH:12]=[N:11][CH:10]=1.C(N(CC)CC)C.I[CH:31]([CH3:33])[CH3:32], predict the reaction product. (3) Given the reactants [OH-].[Na+].C1(S([N:12]2[C:20]3[CH:19]=[CH:18][N:17]=[C:16]([C:21]4[N:22]=[C:23]([N:43]5[CH2:48][CH2:47][O:46][CH2:45][CH2:44]5)[C:24]5[N:29]=[C:28]([CH2:30][N:31]6[CH2:36][CH2:35][N:34]([C:37]([CH3:42])([CH3:41])[C:38]([NH2:40])=[O:39])[CH2:33][CH2:32]6)[S:27][C:25]=5[N:26]=4)[C:15]=3[CH:14]=[CH:13]2)(=O)=O)C=CC=CC=1, predict the reaction product. The product is: [CH3:42][C:37]([N:34]1[CH2:33][CH2:32][N:31]([CH2:30][C:28]2[S:27][C:25]3[N:26]=[C:21]([C:16]4[C:15]5[CH:14]=[CH:13][NH:12][C:20]=5[CH:19]=[CH:18][N:17]=4)[N:22]=[C:23]([N:43]4[CH2:48][CH2:47][O:46][CH2:45][CH2:44]4)[C:24]=3[N:29]=2)[CH2:36][CH2:35]1)([CH3:41])[C:38]([NH2:40])=[O:39]. (4) The product is: [C:6]([O:5][C:3]([NH:10][C@@H:11]([CH2:12][O:13][CH3:18])[C:14]([OH:16])=[O:15])=[O:4])([CH3:9])([CH3:8])[CH3:7]. Given the reactants [H-].[Na+].[C:3]([NH:10][C@H:11]([C:14]([OH:16])=[O:15])[CH2:12][OH:13])([O:5][C:6]([CH3:9])([CH3:8])[CH3:7])=[O:4].[O-][CH2:18]C.[Na+].CI, predict the reaction product. (5) Given the reactants [F:1][C:2]1[CH:15]=[CH:14][C:5]([CH2:6][C:7]2[C:8]([CH3:13])=[N:9][NH:10][C:11]=2[CH3:12])=[CH:4][CH:3]=1.[Br:16][C:17]1[CH:24]=[C:23](F)[CH:22]=[CH:21][C:18]=1[C:19]#[N:20], predict the reaction product. The product is: [Br:16][C:17]1[CH:24]=[C:23]([N:10]2[C:11]([CH3:12])=[C:7]([CH2:6][C:5]3[CH:14]=[CH:15][C:2]([F:1])=[CH:3][CH:4]=3)[C:8]([CH3:13])=[N:9]2)[CH:22]=[CH:21][C:18]=1[C:19]#[N:20]. (6) Given the reactants Br[C:2]1[CH:7]=[CH:6][C:5]([Br:8])=[CH:4][N:3]=1.[CH3:9][NH:10][NH2:11], predict the reaction product. The product is: [Br:8][C:5]1[CH:6]=[CH:7][C:2]([N:10]([CH3:9])[NH2:11])=[N:3][CH:4]=1.